Binary Classification. Given a miRNA mature sequence and a target amino acid sequence, predict their likelihood of interaction. From a dataset of Experimentally validated miRNA-target interactions with 360,000+ pairs, plus equal number of negative samples. (1) The miRNA is cel-miR-789-3p with sequence UCCCUGCCUGGGUCACCAAUUGU. The protein sequence of the target gene is MSEVRLPPLRALDDFVLGSARLAAPDPCDPQRWCHRVINNLLYYQTNYLLCFGIGLALAGYVRPLHTLLSALVVAVALGVLVWAAETRAAVRRCRRSHPAACLAAVLAVGLLVLWVAGGACTFLFSIAGPVLLILVHASLRLRNLKNKIENKIESIGLKRTPMGLLLEALGQEQEAGS. Result: 0 (no interaction). (2) The miRNA is hsa-miR-7113-5p with sequence UCCAGGGAGACAGUGUGUGAG. The protein sequence of the target gene is MKNKGAKQKLKRKGAASAFGCDLTEYLESSGQDVPYVLKSCAEFIETHGIVDGIYRLSGVTSNIQRLRQEFGSDQCPDLTREVYLQDIHCVGSLCKLYFRELPNPLLTYELYEKFTEAVSHCPEEGQLARIQNVIQELPPSHYRTLEYLIRHLAHIASFSSKTNMHARNLALVWAPNLLRSKEIEATGCNGDAAFLAVRVQQVVIEFILNHVDQIFNNGAPGSLENDENRPIMKSLTLPALSLPMKLVSLEEAQARSLATNHPARKERRENSLPEIVPPMGTLFHTVLELPDNKRKLSSK.... Result: 0 (no interaction). (3) The miRNA is mmu-miR-8111 with sequence ACCGGGCAUGGUAGUGUACAC. The protein sequence of the target gene is MRSCLWRCRHLSQGVQWSLLLAVLVFFLFALPSFIKEPQTKPSRHQRTENIKERSLQSLAKPKSQAPTRARRTTIYAEPVPENNALNTQTQPKAHTTGDRGKEANQAPPEEQDKVPHTAQRAAWKSPEKEKTMVNTLSPRGQDAGMASGRTEAQSWKSQDTKTTQGNGGQTRKLTASRTVSEKHQGKAATTAKTLIPKSQHRMLAPTGAVSTRTRQKGVTTAVIPPKEKKPQATPPPAPFQSPTTQRNQRLKAANFKSEPRWDFEEKYSFEIGGLQTTCPDSVKIKASKSLWLQKLFLPN.... Result: 0 (no interaction). (4) The miRNA is rno-miR-543-5p with sequence AAGUUGCCCGCGUGUUUUUCG. The protein sequence of the target gene is MEKAHADEFPLTTDSSEKQGVVCIFGTGDFGKSLGLKMLQCGYSIVFGSRNPQVSSLLPRGAEVLSYSEAASKSDIIILAMHREHYDSLTELVDYLKGKVLVDVSNNRKINQYPESNAEYLAQLEPGAHVVKAFNTISAWALQSGTLDASRQVFVCGNDSKAKQRVMDIARTLGLTPLDQGSLMAASEIENYPLQLFPMWRFPFYLSSVLCVFFFVYCAIREVIYPYVNGKTDATYRLAISIPNRVFPITALILLALVYLPGILAAILQLYRGTKYRRFPNWLDHWMLCRKQLGLVALGF.... Result: 0 (no interaction). (5) The miRNA is hsa-miR-335-5p with sequence UCAAGAGCAAUAACGAAAAAUGU. The protein sequence of the target gene is MGPLSPARTLRLWGPRSLGVALGVFMTIGFALQLLGGPFQRRLPGLQLRQPSAPSLRPALPSCPPRQRLVFLKTHKSGSSSVLSLLHRYGDQHGLRFALPARYQFGYPKLFQASRVKGYRPQGGGTQLPFHILCHHMRFNLKEVLQVMPSDSFFFSIVRDPAALARSAFSYYKSTSSAFRKSPSLAAFLANPRGFYRPGARGDHYARNLLWFDFGLPFPPEKRAKRGNIHPPRDPNPPQLQVLPSGAGPRAQTLNPNALIHPVSTVTDHRSQISSPASFDLGSSSFIQWGLAWLDSVFDL.... Result: 1 (interaction). (6) The miRNA is hsa-miR-6825-5p with sequence UGGGGAGGUGUGGAGUCAGCAU. The protein sequence of the target gene is MPRPGTSGRRPLLLVLLLPLFAAATSAASPSPSPSQVVEVPGVPSRPASVAVCRCCPGQTSRRSRCIRAFCRVRSCQPKKCAGPQRCLNPVPAVPSPSPSVRKRQVSLNWQPLTLQEARALLKRRRPRGPGGRGLLRRRPPQRAPAGKAPVLCPLICHNGGVCVKPDRCLCPPDFAGKFCQLHSSGARPPAPAVPGLTRSVYTMPLANHRDDEHGVASMVSVHVEHPQEASVVVHQVERVSGPWEEADAEAVARAEAAARAEAAAPYTVLAQSAPREDGYSDASGFGYCFRELRGGECAS.... Result: 1 (interaction). (7) The miRNA is hsa-miR-6742-5p with sequence AGUGGGGUGGGACCCAGCUGUU. The protein sequence of the target gene is MGNCLKSPTSDDISLLHESQSDRASFGEGTEPDQEPPPPYQEQVPVPVYHPTPSQTRLATQLTEEEQIRIAQRIGLIQHLPKGVYDPGRDGSEKKIRECVICMMDFVYGDPIRFLPCMHIYHLDCIDDWLMRSFTCPSCMEPVDAALLSSYETN. Result: 0 (no interaction).